Predict the reactants needed to synthesize the given product. From a dataset of Full USPTO retrosynthesis dataset with 1.9M reactions from patents (1976-2016). (1) Given the product [ClH:37].[ClH:37].[ClH:37].[CH2:1]([C:5]1[CH:6]=[CH:7][C:8]([N:9]([CH:10]2[CH2:11][CH2:12][N:13]([CH2:16][C:17]3[CH:22]=[CH:21][N:20]=[C:19]([C:23]4[CH:28]=[C:27]([O:29][CH3:30])[C:26]([O:31][CH3:32])=[C:25]([O:33][CH3:34])[CH:24]=4)[CH:18]=3)[CH2:14][CH2:15]2)[CH2:38][C:39]2[CH:40]=[CH:41][C:42]([C:45]3[CH:50]=[C:49]([O:51][CH3:52])[C:48]([O:53][CH3:54])=[C:47]([O:55][CH3:56])[CH:46]=3)=[N:43][CH:44]=2)=[CH:35][CH:36]=1)[CH2:2][CH2:3][CH3:4], predict the reactants needed to synthesize it. The reactants are: [CH2:1]([C:5]1[CH:36]=[CH:35][C:8]([NH:9][CH:10]2[CH2:15][CH2:14][N:13]([CH2:16][C:17]3[CH:22]=[CH:21][N:20]=[C:19]([C:23]4[CH:28]=[C:27]([O:29][CH3:30])[C:26]([O:31][CH3:32])=[C:25]([O:33][CH3:34])[CH:24]=4)[CH:18]=3)[CH2:12][CH2:11]2)=[CH:7][CH:6]=1)[CH2:2][CH2:3][CH3:4].[Cl:37][CH2:38][C:39]1[CH:40]=[CH:41][C:42]([C:45]2[CH:50]=[C:49]([O:51][CH3:52])[C:48]([O:53][CH3:54])=[C:47]([O:55][CH3:56])[CH:46]=2)=[N:43][CH:44]=1. (2) Given the product [CH3:12][C:2]1[C:6]([CH3:7])=[CH:5][S:4][C:3]=1[C:8]([O:10][CH3:11])=[O:9], predict the reactants needed to synthesize it. The reactants are: I[C:2]1[C:6]([CH3:7])=[CH:5][S:4][C:3]=1[C:8]([O:10][CH3:11])=[O:9].[CH3:12]B1OB(C)OB(C)O1. (3) Given the product [CH2:28]([O:30][C:31]([C:33]1([C:36]2[CH:37]=[CH:38][C:39]([C:2]3[CH:3]=[CH:4][C:5]([C:8]4[O:12][N:11]=[C:10]([CH3:13])[C:9]=4[NH:14][CH2:15][CH:16]([CH3:27])[CH2:17][C:18]4[CH:23]=[CH:22][C:21]([CH:24]([CH3:26])[CH3:25])=[CH:20][CH:19]=4)=[CH:6][CH:7]=3)=[CH:40][CH:41]=2)[CH2:34][CH2:35]1)=[O:32])[CH3:29], predict the reactants needed to synthesize it. The reactants are: Br[C:2]1[CH:7]=[CH:6][C:5]([C:8]2[O:12][N:11]=[C:10]([CH3:13])[C:9]=2[NH:14][CH2:15][CH:16]([CH3:27])[CH2:17][C:18]2[CH:23]=[CH:22][C:21]([CH:24]([CH3:26])[CH3:25])=[CH:20][CH:19]=2)=[CH:4][CH:3]=1.[CH2:28]([O:30][C:31]([C:33]1([C:36]2[CH:41]=[CH:40][C:39](B3OC(C)(C)C(C)(C)O3)=[CH:38][CH:37]=2)[CH2:35][CH2:34]1)=[O:32])[CH3:29]. (4) Given the product [Cl:1][C:2]1[CH:3]=[CH:4][C:5]([C:8]2[C:9]([O:17][CH2:18][C:19]([F:21])([F:22])[F:20])=[N:10][CH:11]=[C:12]([CH:16]=2)[C:13]([NH:32][CH2:31][C:28]2[CH:27]=[C:26]([C:25]([F:34])([F:33])[F:24])[O:30][N:29]=2)=[O:15])=[CH:6][CH:7]=1, predict the reactants needed to synthesize it. The reactants are: [Cl:1][C:2]1[CH:7]=[CH:6][C:5]([C:8]2[C:9]([O:17][CH2:18][C:19]([F:22])([F:21])[F:20])=[N:10][CH:11]=[C:12]([CH:16]=2)[C:13]([OH:15])=O)=[CH:4][CH:3]=1.Cl.[F:24][C:25]([F:34])([F:33])[C:26]1[O:30][N:29]=[C:28]([CH2:31][NH2:32])[CH:27]=1.